Dataset: Full USPTO retrosynthesis dataset with 1.9M reactions from patents (1976-2016). Task: Predict the reactants needed to synthesize the given product. (1) Given the product [CH2:20]([N:13]1[C:14]2[C:19](=[CH:18][CH:17]=[CH:16][CH:15]=2)[C:11]2([C:3]3=[CH:4][C:5]4[O:9][CH2:8][O:7][C:6]=4[CH:10]=[C:2]3[O:27][CH2:26]2)[C:12]1=[O:25])[CH2:21][CH2:22][CH2:23][CH3:24], predict the reactants needed to synthesize it. The reactants are: O[C:2]1[C:3]([C:11]2([CH2:26][OH:27])[C:19]3[C:14](=[CH:15][CH:16]=[CH:17][CH:18]=3)[N:13]([CH2:20][CH2:21][CH2:22][CH2:23][CH3:24])[C:12]2=[O:25])=[CH:4][C:5]2[O:9][CH2:8][O:7][C:6]=2[CH:10]=1.C1(CCN2C3C(=CC=CC=3)C(C3C(O)=CC4OCOC=4C=3)(CO)C2=O)CC1. (2) Given the product [N:30]1([C:34]([C:36]2[CH:37]=[C:38]([Cl:43])[C:39]([O:22][C:12]3[CH:11]=[C:10]([CH:15]=[C:14]([O:16][C@@H:17]([CH3:21])[CH2:18][O:19][CH3:20])[CH:13]=3)[C:9]([NH:8][C:4]3[CH:5]=[C:6]([CH3:7])[N:2]([CH3:1])[N:3]=3)=[O:23])=[N:40][CH:41]=2)=[O:35])[CH2:33][CH2:32][CH2:31]1, predict the reactants needed to synthesize it. The reactants are: [CH3:1][N:2]1[C:6]([CH3:7])=[CH:5][C:4]([NH:8][C:9](=[O:23])[C:10]2[CH:15]=[C:14]([O:16][C@@H:17]([CH3:21])[CH2:18][O:19][CH3:20])[CH:13]=[C:12]([OH:22])[CH:11]=2)=[N:3]1.C(=O)([O-])[O-].[K+].[K+].[N:30]1([C:34]([C:36]2[CH:37]=[C:38]([Cl:43])[C:39](Cl)=[N:40][CH:41]=2)=[O:35])[CH2:33][CH2:32][CH2:31]1. (3) Given the product [OH:36][CH:30]1[CH2:29][C@H:28]2[N:35]([C:9]([NH:11][C@H:12]3[CH2:17][CH2:16][CH2:15][N:14]([C:18]([O:20][C:21]([CH3:22])([CH3:23])[CH3:24])=[O:19])[CH2:13]3)=[O:10])[C@@H:32]([CH2:33][CH2:34]2)[CH2:31]1, predict the reactants needed to synthesize it. The reactants are: [N+](C1C=CC(O[C:9]([NH:11][C@H:12]2[CH2:17][CH2:16][CH2:15][N:14]([C:18]([O:20][C:21]([CH3:24])([CH3:23])[CH3:22])=[O:19])[CH2:13]2)=[O:10])=CC=1)([O-])=O.Cl.[C@H:28]12[NH:35][C@@H:32]([CH2:33][CH2:34]1)[CH2:31][CH:30]([OH:36])[CH2:29]2. (4) Given the product [C:1]1([CH3:50])[CH:6]=[CH:5][C:4]([S:7]([CH2:10][CH2:11][O:12][C:13](=[O:49])[C:14]2[CH:19]=[CH:18][CH:17]=[C:16]([S:20]([Cl:107])(=[O:22])=[O:21])[CH:15]=2)(=[O:9])=[O:8])=[CH:3][CH:2]=1, predict the reactants needed to synthesize it. The reactants are: [C:1]1([CH3:50])[CH:6]=[CH:5][C:4]([S:7]([CH2:10][CH2:11][O:12][C:13](=[O:49])[C:14]2[CH:19]=[CH:18][CH:17]=[C:16]([S:20](N3C4C=CC(OC(F)F)=CC=4N=C3S(CC3C(OC)=C(OC)C=CN=3)=O)(=[O:22])=[O:21])[CH:15]=2)(=[O:9])=[O:8])=[CH:3][CH:2]=1.C1(C)C=CC(S(CCOC(=O)C2C=CC=C(S(N3C4C=C(OC(F)F)C=CC=4N=C3S(CC3C(OC)=C(OC)C=CN=3)=O)(=O)=O)C=2)(=O)=O)=CC=1.C([O-])(O)=O.[Na+].C(Cl)[Cl:107]. (5) Given the product [C:1]([C:3]1[CH:16]=[CH:15][C:6]2[O:7][CH2:8][CH:9]([CH2:10][C:11]([O:13][CH3:14])=[O:12])[C:5]=2[CH:4]=1)#[N:2], predict the reactants needed to synthesize it. The reactants are: [C:1]([C:3]1[CH:16]=[CH:15][C:6]([O:7][CH2:8][CH:9]=[CH:10][C:11]([O:13][CH3:14])=[O:12])=[C:5](I)[CH:4]=1)#[N:2]. (6) Given the product [CH:28]1([C:26]([C:24]2[N:23]([CH3:31])[C:22]3[CH:32]=[C:18]([N:11]4[CH:12]=[CH:13][C:8]([O:7][CH2:6][C:5]5[CH:15]=[CH:16][C:2]([F:1])=[CH:3][CH:4]=5)=[CH:9][C:10]4=[O:14])[CH:19]=[CH:20][C:21]=3[N:25]=2)=[O:27])[CH2:30][CH2:29]1, predict the reactants needed to synthesize it. The reactants are: [F:1][C:2]1[CH:16]=[CH:15][C:5]([CH2:6][O:7][C:8]2[CH:13]=[CH:12][NH:11][C:10](=[O:14])[CH:9]=2)=[CH:4][CH:3]=1.Br[C:18]1[CH:19]=[CH:20][C:21]2[N:25]=[C:24]([C:26]([CH:28]3[CH2:30][CH2:29]3)=[O:27])[N:23]([CH3:31])[C:22]=2[CH:32]=1.CNCCNC.C(=O)([O-])[O-].[K+].[K+].